This data is from Forward reaction prediction with 1.9M reactions from USPTO patents (1976-2016). The task is: Predict the product of the given reaction. (1) Given the reactants Cl[CH2:2][CH2:3][CH2:4][C:5]1[CH:18]=[CH:17][C:8]([O:9][C:10]2[CH:15]=[CH:14][CH:13]=[C:12]([F:16])[N:11]=2)=[C:7]([O:19][CH3:20])[CH:6]=1.[Na+].[I-].C(N(C(C)C)CC)(C)C.[NH:32]1[CH:36]=[N:35][CH:34]=[N:33]1, predict the reaction product. The product is: [F:16][C:12]1[CH:13]=[CH:14][CH:15]=[C:10]([O:9][C:8]2[CH:17]=[CH:18][C:5]([CH2:4][CH2:3][CH2:2][N:32]3[CH:36]=[N:35][CH:34]=[N:33]3)=[CH:6][C:7]=2[O:19][CH3:20])[N:11]=1. (2) Given the reactants [N:1]1[C:10]2[C:5](=[CH:6][CH:7]=[CH:8][CH:9]=2)[CH:4]=[C:3]([C:11]2[C:17]3[CH:18]=[CH:19][CH:20]=[CH:21][C:16]=3[NH:15][CH2:14][CH2:13][N:12]=2)[CH:2]=1.[CH:22](I)([CH3:24])[CH3:23].C(=O)([O-])[O-].[K+].[K+].O, predict the reaction product. The product is: [CH:22]([N:15]1[C:16]2[CH:21]=[CH:20][CH:19]=[CH:18][C:17]=2[C:11]([C:3]2[CH:2]=[N:1][C:10]3[C:5]([CH:4]=2)=[CH:6][CH:7]=[CH:8][CH:9]=3)=[N:12][CH2:13][CH2:14]1)([CH3:24])[CH3:23]. (3) Given the reactants [OH:1][CH2:2][C:3]#[C:4][C:5]1[CH:12]=[CH:11][C:8]([CH:9]=O)=[CH:7][CH:6]=1.[C:13]1([C@H:19]([NH2:21])[CH3:20])[CH:18]=[CH:17][CH:16]=[CH:15][CH:14]=1, predict the reaction product. The product is: [C:13]1([C@H:19]([NH:21][CH2:9][C:8]2[CH:11]=[CH:12][C:5]([C:4]#[C:3][CH2:2][OH:1])=[CH:6][CH:7]=2)[CH3:20])[CH:18]=[CH:17][CH:16]=[CH:15][CH:14]=1. (4) Given the reactants [Br:1][C:2]1[CH:7]=[CH:6][C:5]([CH:8]([NH:22][CH2:23][CH2:24][N:25]2[CH2:30][CH2:29][O:28][CH2:27][CH2:26]2)[C:9]([NH:11][C:12]2[CH:17]=[CH:16][C:15]([C:18]([F:21])([F:20])[F:19])=[CH:14][CH:13]=2)=[O:10])=[CH:4][CH:3]=1.[CH:31](=O)[C:32]1[CH:37]=[CH:36][CH:35]=[CH:34][CH:33]=1.C1(C)C=CC(S(O)(=O)=O)=CC=1.S([O-])([O-])(=O)=O.[Na+].[Na+], predict the reaction product. The product is: [Br:1][C:2]1[CH:7]=[CH:6][C:5]([CH:8]2[N:22]([CH2:23][CH2:24][N:25]3[CH2:30][CH2:29][O:28][CH2:27][CH2:26]3)[CH:31]([C:32]3[CH:37]=[CH:36][CH:35]=[CH:34][CH:33]=3)[N:11]([C:12]3[CH:13]=[CH:14][C:15]([C:18]([F:19])([F:21])[F:20])=[CH:16][CH:17]=3)[C:9]2=[O:10])=[CH:4][CH:3]=1. (5) Given the reactants [F:1][C:2]1[CH:3]=[C:4]([CH2:9][C:10]([NH:12][C@H:13]([C:15]([OH:17])=O)[CH3:14])=[O:11])[CH:5]=[C:6]([F:8])[CH:7]=1.[NH2:18][C@H:19]1[CH2:25][CH2:24][C:23]2[CH:26]=[CH:27][CH:28]=[CH:29][C:22]=2[N:21]([CH3:30])[C:20]1=[O:31], predict the reaction product. The product is: [F:8][C:6]1[CH:5]=[C:4]([CH2:9][C:10]([NH:12][C@H:13]([C:15]([NH:18][C@H:19]2[CH2:25][CH2:24][C:23]3[CH:26]=[CH:27][CH:28]=[CH:29][C:22]=3[N:21]([CH3:30])[C:20]2=[O:31])=[O:17])[CH3:14])=[O:11])[CH:3]=[C:2]([F:1])[CH:7]=1. (6) Given the reactants [H-].[Al+3].[Li+].[H-].[H-].[H-].[CH:7]1([N:13]([CH2:17][CH2:18][O:19][C:20]2[CH:25]=[CH:24][CH:23]=[CH:22][CH:21]=2)[C:14](=O)[CH3:15])[CH2:12][CH2:11][CH2:10][CH2:9][CH2:8]1.O.[OH-].[Na+], predict the reaction product. The product is: [CH2:14]([N:13]([CH:7]1[CH2:12][CH2:11][CH2:10][CH2:9][CH2:8]1)[CH2:17][CH2:18][O:19][C:20]1[CH:25]=[CH:24][CH:23]=[CH:22][CH:21]=1)[CH3:15]. (7) Given the reactants Cl[C:2]1[C:11]2[C:6](=[CH:7][C:8]([O:14][CH3:15])=[C:9]([O:12][CH3:13])[CH:10]=2)[N:5]=[CH:4][CH:3]=1.[CH3:16][C:17]1[CH:22]=[C:21]([CH3:23])[CH:20]=[CH:19][C:18]=1[OH:24].[OH-].[Na+], predict the reaction product. The product is: [CH3:16][C:17]1[CH:22]=[C:21]([CH3:23])[CH:20]=[CH:19][C:18]=1[O:24][C:2]1[C:11]2[C:6](=[CH:7][C:8]([O:14][CH3:15])=[C:9]([O:12][CH3:13])[CH:10]=2)[N:5]=[CH:4][CH:3]=1.